Dataset: Forward reaction prediction with 1.9M reactions from USPTO patents (1976-2016). Task: Predict the product of the given reaction. (1) Given the reactants C[O:2][C:3]([C:5]1[CH:25]=[CH:24][C:8]2[N:9]([CH3:23])[C:10]([NH:12][C:13]3[S:14][C:15]4[CH:21]=[C:20]([Cl:22])[CH:19]=[CH:18][C:16]=4[N:17]=3)=[N:11][C:7]=2[CH:6]=1)=[O:4].[OH-].[Li+], predict the reaction product. The product is: [Cl:22][C:20]1[CH:19]=[CH:18][C:16]2[N:17]=[C:13]([NH:12][C:10]3[N:9]([CH3:23])[C:8]4[CH:24]=[CH:25][C:5]([C:3]([OH:4])=[O:2])=[CH:6][C:7]=4[N:11]=3)[S:14][C:15]=2[CH:21]=1. (2) Given the reactants [CH3:1][O:2][C:3]1[C:8]([O:9][CH3:10])=[CH:7][C:6]([C:11]#[C:12][C:13]2[CH:18]=[CH:17][CH:16]=[CH:15][C:14]=2C)=[CH:5][N:4]=1.IC1C=CC=CC=1[F:27], predict the reaction product. The product is: [F:27][C:14]1[CH:15]=[CH:16][CH:17]=[CH:18][C:13]=1[C:12]#[C:11][C:6]1[CH:7]=[C:8]([O:9][CH3:10])[C:3]([O:2][CH3:1])=[N:4][CH:5]=1. (3) The product is: [Br:1][C:2]1[C:3]2[N:4]([C:10](=[O:11])[NH:9][N:8]=2)[CH:5]=[CH:6][CH:7]=1. Given the reactants [Br:1][C:2]1[C:3]([NH:8][NH2:9])=[N:4][CH:5]=[CH:6][CH:7]=1.[C:10](N1C=CN=C1)(N1C=CN=C1)=[O:11], predict the reaction product. (4) Given the reactants [C:1]([O:5][C:6]([NH:8][CH2:9][C:10]1[CH:18]=[CH:17][C:13]([C:14](O)=[O:15])=[C:12]([F:19])[CH:11]=1)=[O:7])([CH3:4])([CH3:3])[CH3:2].CO.[Cl-].[NH4+].O.[Cl-].COC1N=C(OC)N=C([N+]2(C)CCOCC2)[N:29]=1, predict the reaction product. The product is: [C:14]([C:13]1[CH:17]=[CH:18][C:10]([CH2:9][NH:8][C:6](=[O:7])[O:5][C:1]([CH3:4])([CH3:3])[CH3:2])=[CH:11][C:12]=1[F:19])(=[O:15])[NH2:29]. (5) Given the reactants [Cl:1][C:2]1[C:14]2[C:13]3[C:8](=[CH:9][CH:10]=[C:11]4[CH:18]=[C:17]([O:19]C)[CH:16]=[CH:15][C:12]4=3)[NH:7][C:6]=2[C:5]([CH2:21][CH3:22])=[CH:4][N:3]=1.Cl, predict the reaction product. The product is: [Cl:1][C:2]1[C:14]2[C:13]3[C:8](=[CH:9][CH:10]=[C:11]4[CH:18]=[C:17]([OH:19])[CH:16]=[CH:15][C:12]4=3)[NH:7][C:6]=2[C:5]([CH2:21][CH3:22])=[CH:4][N:3]=1. (6) Given the reactants I[C:2]1[CH:11]=[CH:10][CH:9]=[C:8]2[C:3]=1[CH:4]=[CH:5][CH:6]=[N:7]2.[C:12]([Cu])#[N:13].[C-]#N.[Na+].O, predict the reaction product. The product is: [C:12]([C:2]1[CH:11]=[CH:10][CH:9]=[C:8]2[C:3]=1[CH:4]=[CH:5][CH:6]=[N:7]2)#[N:13]. (7) Given the reactants [CH2:1]([O:15][C:16]1[O:20][C:19]([C:21]([OH:23])=[O:22])=[CH:18][CH:17]=1)[CH2:2][CH2:3][CH2:4][CH2:5][CH2:6][CH2:7][CH2:8][CH2:9][CH2:10][CH2:11][CH2:12][CH2:13][CH3:14].C(Cl)(=O)C(Cl)=O.[C:30]([OH:39])(=[O:38])[C:31]1[C:32](=[CH:34][CH:35]=[CH:36][CH:37]=1)O.CCN(CC)CC, predict the reaction product. The product is: [CH2:1]([O:15][C:16]1[O:20][C:19]([C:21]([O:23][C:37]2[CH:36]=[CH:35][CH:34]=[CH:32][C:31]=2[C:30]([OH:39])=[O:38])=[O:22])=[CH:18][CH:17]=1)[CH2:2][CH2:3][CH2:4][CH2:5][CH2:6][CH2:7][CH2:8][CH2:9][CH2:10][CH2:11][CH2:12][CH2:13][CH3:14]. (8) Given the reactants [S:1]1[CH:5]=[CH:4][N:3]=[C:2]1[C:6]1[CH:13]=[CH:12][C:9]([CH2:10]O)=[CH:8][CH:7]=1.C1(P(C2C=CC=CC=2)C2C=CC=CC=2)C=CC=CC=1.[Br:33]N1C(=O)CCC1=O.C(=O)([O-])O.[Na+], predict the reaction product. The product is: [S:1]1[CH:5]=[CH:4][N:3]=[C:2]1[C:6]1[CH:13]=[CH:12][C:9]([CH2:10][Br:33])=[CH:8][CH:7]=1. (9) Given the reactants [Br:1][C:2]1[CH:7]=[CH:6][C:5]([N:8]=[CH:9][N:10](C)C)=[C:4]([C:13]#[N:14])[CH:3]=1.[N:15]1([C:20]2[CH:25]=[CH:24][C:23](N)=[CH:22][CH:21]=2)[CH:19]=[N:18][CH:17]=[N:16]1.C(OCC)C, predict the reaction product. The product is: [Br:1][C:2]1[CH:3]=[C:4]2[C:5](=[CH:6][CH:7]=1)[N:8]=[CH:9][N:10]=[C:13]2[NH:14][C:23]1[CH:24]=[CH:25][C:20]([N:15]2[CH:19]=[N:18][CH:17]=[N:16]2)=[CH:21][CH:22]=1.